This data is from Reaction yield outcomes from USPTO patents with 853,638 reactions. The task is: Predict the reaction yield, written as a fraction of the theoretical maximum amount of product (1.0 means a 100% yield; for example, 0.34 means a 34% yield). (1) The reactants are CCN(C(C)C)C(C)C.[Cl:10][C:11]1[CH:19]=[CH:18][C:14]([C:15]([OH:17])=O)=[CH:13][CH:12]=1.CN(C(ON1N=NC2C=CC=CC1=2)=[N+](C)C)C.[B-](F)(F)(F)F.[CH3:42][NH:43][C@@H:44]([CH2:51][CH2:52][CH2:53][CH3:54])[CH2:45][N:46]1[CH2:49][CH:48]([OH:50])[CH2:47]1. The catalyst is C(Cl)Cl. The product is [Cl:10][C:11]1[CH:12]=[CH:13][C:14]([C:15]([N:43]([C@@H:44]([CH2:51][CH2:52][CH2:53][CH3:54])[CH2:45][N:46]2[CH2:47][CH:48]([OH:50])[CH2:49]2)[CH3:42])=[O:17])=[CH:18][CH:19]=1. The yield is 0.300. (2) The reactants are [Cl:1][C:2]1[CH:7]=[CH:6][C:5]2[C:8]3([O:26][C:27](=[O:28])[C:4]=2[CH:3]=1)[CH:14](I)[CH2:13][NH:12][C:11](=[O:16])[C:10]1[S:17][C:18]([N:20]2[CH2:25][CH2:24][O:23][CH2:22][CH2:21]2)=[N:19][C:9]3=1.N(C(C)(C)C#N)=NC(C)(C)C#N.C([SnH](CCCC)CCCC)CCC. The catalyst is C1(C)C=CC=CC=1. The product is [Cl:1][C:2]1[CH:7]=[CH:6][C:5]2[C:8]3([O:26][C:27](=[O:28])[C:4]=2[CH:3]=1)[CH2:14][CH2:13][NH:12][C:11](=[O:16])[C:10]1[S:17][C:18]([N:20]2[CH2:21][CH2:22][O:23][CH2:24][CH2:25]2)=[N:19][C:9]3=1. The yield is 0.310. (3) The reactants are [CH:1]1([CH:7]([C:9]2[CH:13]=[C:12]([C:14]3[CH:19]=[CH:18][CH:17]=[CH:16][N:15]=3)[O:11][C:10]=2[CH3:20])O)[CH2:6][CH2:5][CH2:4][CH2:3][CH2:2]1.S(Cl)([Cl:23])=O. The catalyst is C1(C)C=CC=CC=1. The product is [ClH:23].[Cl:23][CH:7]([CH:1]1[CH2:6][CH2:5][CH2:4][CH2:3][CH2:2]1)[C:9]1[CH:13]=[C:12]([C:14]2[CH:19]=[CH:18][CH:17]=[CH:16][N:15]=2)[O:11][C:10]=1[CH3:20]. The yield is 1.00.